From a dataset of Reaction yield outcomes from USPTO patents with 853,638 reactions. Predict the reaction yield, written as a fraction of the theoretical maximum amount of product (1.0 means a 100% yield; for example, 0.34 means a 34% yield). (1) The product is [F:1][C:2]1[CH:3]=[CH:4][C:5]([CH:8]([NH2:9])[C:11]2[CH:12]=[N:13][C:14]([O:17][CH3:18])=[CH:15][CH:16]=2)=[CH:6][CH:7]=1. The catalyst is C(O)C.O.N.[Zn]. The reactants are [F:1][C:2]1[CH:7]=[CH:6][C:5](/[C:8](/[C:11]2[CH:12]=[N:13][C:14]([O:17][CH3:18])=[CH:15][CH:16]=2)=[N:9]\O)=[CH:4][CH:3]=1.C([O-])(=O)C.[NH4+]. The yield is 0.880. (2) The reactants are [Br:1][C:2]1[CH:3]=[C:4]([CH:8]=[CH:9][CH:10]=1)[C:5]([NH2:7])=O.COC1C=CC(P2(SP(C3C=CC(OC)=CC=3)(=S)S2)=[S:20])=CC=1. The catalyst is O1CCCC1. The product is [Br:1][C:2]1[CH:3]=[C:4]([CH:8]=[CH:9][CH:10]=1)[C:5]([NH2:7])=[S:20]. The yield is 0.710. (3) The reactants are Cl.[O:2]=[C:3]1[CH2:8][CH2:7][N:6]([CH2:9][C:10]2[CH:15]=[CH:14][CH:13]=[CH:12][CH:11]=2)[CH2:5][CH:4]1[C:16]([O:18][CH2:19][CH3:20])=[O:17].C(N(CC)CC)C.[BH4-].[Na+].Cl. The catalyst is C(OCC)(=O)C=C. The product is [OH:2][CH:3]1[CH2:8][CH2:7][N:6]([CH2:9][C:10]2[CH:11]=[CH:12][CH:13]=[CH:14][CH:15]=2)[CH2:5][CH:4]1[C:16]([O:18][CH2:19][CH3:20])=[O:17]. The yield is 0.890. (4) The reactants are [CH3:1][C:2]1[C:7]([N+:8]([O-:10])=[O:9])=[CH:6][CH:5]=[CH:4][C:3]=1[OH:11].Cl.Cl[CH2:14][CH2:15][N:16]([CH3:18])[CH3:17].C([O-])([O-])=O.[K+].[K+].O. The catalyst is C(O)CCC. The product is [CH3:17][N:16]([CH3:18])[CH2:15][CH2:14][O:11][C:3]1[CH:4]=[CH:5][CH:6]=[C:7]([N+:8]([O-:10])=[O:9])[C:2]=1[CH3:1]. The yield is 1.00. (5) The reactants are [C:1]([O:5][C:6]([NH:8][C:9]([CH3:13])([CH3:12])[CH2:10][OH:11])=[O:7])([CH3:4])([CH3:3])[CH3:2].[OH-].[Na+].[C:16]1([CH3:26])[CH:21]=[CH:20][C:19]([S:22](Cl)(=[O:24])=[O:23])=[CH:18][CH:17]=1. The catalyst is CCOCC. The product is [C:16]1([CH3:26])[CH:21]=[CH:20][C:19]([S:22]([O:11][CH2:10][C:9]([NH:8][C:6]([O:5][C:1]([CH3:4])([CH3:3])[CH3:2])=[O:7])([CH3:13])[CH3:12])(=[O:24])=[O:23])=[CH:18][CH:17]=1. The yield is 0.822. (6) The reactants are [CH3:1][C:2]1[CH:3]=[C:4]([N:35]2[C:39]([CH3:41])([CH3:40])[C:38](=[O:42])[NH:37][C:36]2=[O:43])[CH:5]=[C:6]([CH3:34])[C:7]=1/[CH:8]=[CH:9]/[S:10]([N:13]1[CH2:33][CH2:32][C:16]2([N:20]=[C:19]([C:21]3[CH:26]=[CH:25][CH:24]=[C:23]([C:27]([F:30])([F:29])[F:28])[CH:22]=3)[NH:18][C:17]2=[O:31])[CH2:15][CH2:14]1)(=[O:12])=[O:11]. The catalyst is FC(F)(F)CO.[OH-].[OH-].[Pd+2]. The product is [CH3:1][C:2]1[CH:3]=[C:4]([N:35]2[C:39]([CH3:40])([CH3:41])[C:38](=[O:42])[NH:37][C:36]2=[O:43])[CH:5]=[C:6]([CH3:34])[C:7]=1[CH2:8][CH2:9][S:10]([N:13]1[CH2:33][CH2:32][C:16]2([N:20]=[C:19]([C:21]3[CH:26]=[CH:25][CH:24]=[C:23]([C:27]([F:28])([F:30])[F:29])[CH:22]=3)[NH:18][C:17]2=[O:31])[CH2:15][CH2:14]1)(=[O:11])=[O:12]. The yield is 0.620. (7) The reactants are [OH:1][C:2]1[N:3]=[C:4]([C:11]2[C:12]([CH3:20])=[N:13][N:14]3[CH:19]=[CH:18][CH:17]=[CH:16][C:15]=23)[S:5][C:6]=1[C:7]([O:9][CH3:10])=[O:8].C(=O)([O-])[O-].[K+].[K+].Br[CH2:28][CH:29]=[CH2:30].O. The catalyst is CN(C)C=O.C(OCC)(=O)C. The product is [CH3:20][C:12]1[C:11]([C:4]2[S:5][C:6]([C:7]([O:9][CH3:10])=[O:8])=[C:2]([O:1][CH2:30][CH:29]=[CH2:28])[N:3]=2)=[C:15]2[CH:16]=[CH:17][CH:18]=[CH:19][N:14]2[N:13]=1. The yield is 0.670. (8) The yield is 0.610. The catalyst is C1(C)C=CC=CC=1.N(C(C)(C)C#N)=NC(C)(C)C#N. The reactants are [CH3:1][O:2][C:3]([C:5]1[CH:9]=[CH:8][O:7][C:6]=1[CH3:10])=[O:4].[Br:11]N1C(=O)CCC1=O. The product is [CH3:1][O:2][C:3]([C:5]1[CH:9]=[C:8]([Br:11])[O:7][C:6]=1[CH3:10])=[O:4]. (9) The reactants are [Si]([O:8][CH2:9][C:10]([CH3:16])([CH3:15])[C:11]([O:13]C)=O)(C(C)(C)C)(C)C.CC(C)C(=O)[CH2:20][C:21]#[N:22]. No catalyst specified. The product is [OH:8][CH2:9][C:10]([CH3:15])([CH3:16])[C:11](=[O:13])[CH2:20][C:21]#[N:22]. The yield is 0.290.